Dataset: Catalyst prediction with 721,799 reactions and 888 catalyst types from USPTO. Task: Predict which catalyst facilitates the given reaction. (1) Reactant: [C:1]([OH:6])(=[O:5])[CH:2]([CH3:4])[CH3:3].O.[C:8](=[O:15])([S:12][CH2:13][CH3:14])[O:9][CH2:10]I. Product: [CH2:13]([S:12][C:8]([O:9][CH2:10][O:5][C:1](=[O:6])[CH:2]([CH3:4])[CH3:3])=[O:15])[CH3:14]. The catalyst class is: 4. (2) Reactant: [C:1](Cl)(=[O:15])[CH2:2][CH2:3][CH2:4][CH2:5][CH2:6][CH2:7][CH2:8][CH2:9][CH2:10][CH2:11][CH2:12][CH2:13][CH3:14].N1C=CC=CC=1.ON1C(=O)CCC1=O.[NH2:31][CH2:32][CH2:33][SH:34]. Product: [C:1]([NH:31][CH2:32][CH2:33][SH:34])(=[O:15])[CH2:2][CH2:3][CH2:4][CH2:5][CH2:6][CH2:7][CH2:8][CH2:9][CH2:10][CH2:11][CH2:12][CH2:13][CH3:14]. The catalyst class is: 6.